This data is from NCI-60 drug combinations with 297,098 pairs across 59 cell lines. The task is: Regression. Given two drug SMILES strings and cell line genomic features, predict the synergy score measuring deviation from expected non-interaction effect. (1) Cell line: HCT116. Drug 1: CC1=C2C(C(=O)C3(C(CC4C(C3C(C(C2(C)C)(CC1OC(=O)C(C(C5=CC=CC=C5)NC(=O)OC(C)(C)C)O)O)OC(=O)C6=CC=CC=C6)(CO4)OC(=O)C)O)C)O. Synergy scores: CSS=51.5, Synergy_ZIP=-11.4, Synergy_Bliss=-19.2, Synergy_Loewe=-21.4, Synergy_HSA=-18.2. Drug 2: B(C(CC(C)C)NC(=O)C(CC1=CC=CC=C1)NC(=O)C2=NC=CN=C2)(O)O. (2) Drug 1: C1CCC(C1)C(CC#N)N2C=C(C=N2)C3=C4C=CNC4=NC=N3. Drug 2: C1CCN(CC1)CCOC2=CC=C(C=C2)C(=O)C3=C(SC4=C3C=CC(=C4)O)C5=CC=C(C=C5)O. Cell line: OVCAR-5. Synergy scores: CSS=-1.94, Synergy_ZIP=4.85, Synergy_Bliss=5.69, Synergy_Loewe=0.589, Synergy_HSA=1.13. (3) Drug 1: C1=C(C(=O)NC(=O)N1)F. Drug 2: CN(CCCl)CCCl.Cl. Cell line: TK-10. Synergy scores: CSS=23.0, Synergy_ZIP=-1.52, Synergy_Bliss=-3.49, Synergy_Loewe=-0.346, Synergy_HSA=0.289. (4) Drug 1: CC1=C2C(C(=O)C3(C(CC4C(C3C(C(C2(C)C)(CC1OC(=O)C(C(C5=CC=CC=C5)NC(=O)OC(C)(C)C)O)O)OC(=O)C6=CC=CC=C6)(CO4)OC(=O)C)OC)C)OC. Drug 2: C1C(C(OC1N2C=NC(=NC2=O)N)CO)O. Cell line: SF-539. Synergy scores: CSS=62.9, Synergy_ZIP=9.50, Synergy_Bliss=10.8, Synergy_Loewe=-10.3, Synergy_HSA=12.1. (5) Drug 1: C1CCC(CC1)NC(=O)N(CCCl)N=O. Drug 2: C1=CC(=CC=C1CCCC(=O)O)N(CCCl)CCCl. Cell line: OVCAR-5. Synergy scores: CSS=16.6, Synergy_ZIP=-2.03, Synergy_Bliss=5.25, Synergy_Loewe=2.01, Synergy_HSA=5.77. (6) Drug 1: C1CCN(CC1)CCOC2=CC=C(C=C2)C(=O)C3=C(SC4=C3C=CC(=C4)O)C5=CC=C(C=C5)O. Drug 2: CC(CN1CC(=O)NC(=O)C1)N2CC(=O)NC(=O)C2. Cell line: SR. Synergy scores: CSS=58.4, Synergy_ZIP=1.74, Synergy_Bliss=1.79, Synergy_Loewe=0.0216, Synergy_HSA=1.76. (7) Drug 1: CCC(=C(C1=CC=CC=C1)C2=CC=C(C=C2)OCCN(C)C)C3=CC=CC=C3.C(C(=O)O)C(CC(=O)O)(C(=O)O)O. Drug 2: C1CC(C1)(C(=O)O)C(=O)O.[NH2-].[NH2-].[Pt+2]. Cell line: MDA-MB-435. Synergy scores: CSS=0.114, Synergy_ZIP=0.218, Synergy_Bliss=4.06, Synergy_Loewe=3.33, Synergy_HSA=2.54.